From a dataset of Full USPTO retrosynthesis dataset with 1.9M reactions from patents (1976-2016). Predict the reactants needed to synthesize the given product. (1) Given the product [NH2:32][CH2:33][C:34]([NH:36][C@H:37]([C:45]([NH:47][C@H:48]([C:53]([NH:55][CH2:56][C:57]([OH:59])=[O:58])=[O:54])[CH2:49][CH:50]([CH3:52])[CH3:51])=[O:46])[CH2:38][C:39]1[CH:44]=[CH:43][CH:42]=[CH:41][CH:40]=1)=[O:35].[CH:5]1[C:6]([CH2:7][CH2:8][CH2:9][C:10]([OH:12])=[O:11])=[CH:1][CH:2]=[C:3]([N:13]([CH2:14][CH2:15][Cl:16])[CH2:17][CH2:18][Cl:19])[CH:4]=1.[NH2:32][CH2:33][C:34]([NH:36][C@H:37]([C:45]([NH:47][C@H:48]([C:53]([NH:55][CH2:56][C:57]([OH:59])=[O:58])=[O:54])[CH2:49][CH:50]([CH3:52])[CH3:51])=[O:46])[CH2:38][C:39]1[CH:44]=[CH:43][CH:42]=[CH:41][CH:40]=1)=[O:35], predict the reactants needed to synthesize it. The reactants are: [CH:1]1[C:6]([CH2:7][CH2:8][CH2:9][C:10]([OH:12])=[O:11])=[CH:5][CH:4]=[C:3]([N:13]([CH2:17][CH2:18][Cl:19])[CH2:14][CH2:15][Cl:16])[CH:2]=1.C(C1NC=CN=1)(C1NC=CN=1)=O.[NH2:32][CH2:33][C:34]([NH:36][C@H:37]([C:45]([NH:47][C@H:48]([C:53]([NH:55][CH2:56][C:57]([OH:59])=[O:58])=[O:54])[CH2:49][CH:50]([CH3:52])[CH3:51])=[O:46])[CH2:38][C:39]1[CH:44]=[CH:43][CH:42]=[CH:41][CH:40]=1)=[O:35].C(C(C(C)C)([NH-])C)(C)C. (2) Given the product [CH3:16][Si:17]([CH3:19])([CH3:18])[O:27][C:21]1[CH2:22][CH2:23][CH2:24][CH:3]([CH3:4])[CH:26]=1, predict the reactants needed to synthesize it. The reactants are: CN(C)[CH2:3][CH2:4]N(C)C.C[Li].C(OCC)C.[CH3:16][Si:17](Cl)([CH3:19])[CH3:18].[C:21]1(=[O:27])[CH2:26]C[CH2:24][CH:23]=[CH:22]1. (3) Given the product [Cl:1][C:2]1[C:7]([C:8]([NH:27][S:24]([C:23]2[C:18]([O:17][CH3:16])=[N:19][CH:20]=[CH:21][CH:22]=2)(=[O:26])=[O:25])=[O:10])=[CH:6][CH:5]=[C:4]([Cl:11])[N:3]=1, predict the reactants needed to synthesize it. The reactants are: [Cl:1][C:2]1[C:7]([C:8]([OH:10])=O)=[CH:6][CH:5]=[C:4]([Cl:11])[N:3]=1.S(Cl)(Cl)=O.[CH3:16][O:17][C:18]1[C:23]([S:24]([NH2:27])(=[O:26])=[O:25])=[CH:22][CH:21]=[CH:20][N:19]=1.C(N(CC)CC)C. (4) The reactants are: [CH:1]([NH2:4])([CH3:3])[CH3:2].[Cl:5][C:6]1[N:11]=[C:10](Cl)[CH:9]=[C:8]([CH2:13][O:14][CH2:15][C:16]([F:19])([F:18])[F:17])[N:7]=1. Given the product [Cl:5][C:6]1[N:11]=[C:10]([NH:4][CH:1]([CH3:3])[CH3:2])[CH:9]=[C:8]([CH2:13][O:14][CH2:15][C:16]([F:19])([F:18])[F:17])[N:7]=1, predict the reactants needed to synthesize it. (5) Given the product [C:16]1([C:9]([C:10]2[CH:11]=[CH:12][CH:13]=[CH:14][CH:15]=2)=[N:8][C@H:7]([C:6]([O:5][C:1]([CH3:4])([CH3:2])[CH3:3])=[O:22])[CH2:28][C:27]2[CH:30]=[CH:31][C:24]([Cl:23])=[CH:25][CH:26]=2)[CH:17]=[CH:18][CH:19]=[CH:20][CH:21]=1, predict the reactants needed to synthesize it. The reactants are: [C:1]([O:5][C:6](=[O:22])[CH2:7][N:8]=[C:9]([C:16]1[CH:21]=[CH:20][CH:19]=[CH:18][CH:17]=1)[C:10]1[CH:15]=[CH:14][CH:13]=[CH:12][CH:11]=1)([CH3:4])([CH3:3])[CH3:2].[Cl:23][C:24]1[CH:31]=[CH:30][C:27]([CH2:28]Br)=[CH:26][CH:25]=1.[OH-].[Na+].